From a dataset of Reaction yield outcomes from USPTO patents with 853,638 reactions. Predict the reaction yield, written as a fraction of the theoretical maximum amount of product (1.0 means a 100% yield; for example, 0.34 means a 34% yield). (1) The reactants are [NH2:1][CH2:2][C:3]1[CH:4]=[C:5]([S:9][C:10]2[CH:15]=[CH:14][N:13]=[C:12]([NH:16][C:17]3[CH:22]=[CH:21][C:20]([N:23]4[CH2:28][CH2:27][O:26][CH2:25][CH2:24]4)=[CH:19][CH:18]=3)[N:11]=2)[CH:6]=[CH:7][CH:8]=1.[C:29](O)(=[O:32])[CH:30]=[CH2:31]. No catalyst specified. The product is [O:26]1[CH2:25][CH2:24][N:23]([C:20]2[CH:19]=[CH:18][C:17]([NH:16][C:12]3[N:11]=[C:10]([S:9][C:5]4[CH:4]=[C:3]([CH:8]=[CH:7][CH:6]=4)[CH2:2][NH:1][C:29](=[O:32])[CH:30]=[CH2:31])[CH:15]=[CH:14][N:13]=3)=[CH:22][CH:21]=2)[CH2:28][CH2:27]1. The yield is 0.310. (2) The yield is 0.830. The reactants are [ClH:1].Cl.[N:3]1([C:9]2[C:14]([C:15]3[CH:20]=[CH:19][C:18]([CH2:21][OH:22])=[CH:17][CH:16]=3)=[N:13][CH:12]=[CH:11][N:10]=2)[CH2:8][CH2:7][NH:6][CH2:5][CH2:4]1.[CH2:23]([N:25]1[CH:29]=[C:28]([CH:30]=O)[CH:27]=[N:26]1)[CH3:24].C(N(CC)CC)C.C(O[BH-](OC(=O)C)OC(=O)C)(=O)C.[Na+].[Cl-].[NH4+]. The catalyst is ClC(Cl)C.C(=O)(O)[O-].[Na+].CO.C(O)(=O)C. The product is [ClH:1].[CH2:23]([N:25]1[CH:29]=[C:28]([CH2:30][N:6]2[CH2:7][CH2:8][N:3]([C:9]3[C:14]([C:15]4[CH:16]=[CH:17][C:18]([CH2:21][OH:22])=[CH:19][CH:20]=4)=[N:13][CH:12]=[CH:11][N:10]=3)[CH2:4][CH2:5]2)[CH:27]=[N:26]1)[CH3:24]. (3) The reactants are Br[C:2]1[CH:3]=[CH:4][C:5]2[O:11][CH2:10][CH2:9][N:8]3[CH:12]=[C:13]([C:15]4[N:19]([CH2:20][C:21]([F:24])([F:23])[F:22])[N:18]=[CH:17][N:16]=4)[N:14]=[C:7]3[C:6]=2[CH:25]=1.[F:26][C:27]1[C:32](B(O)O)=[CH:31][CH:30]=[CH:29][N:28]=1. No catalyst specified. The product is [F:26][C:27]1[C:32]([C:2]2[CH:3]=[CH:4][C:5]3[O:11][CH2:10][CH2:9][N:8]4[CH:12]=[C:13]([C:15]5[N:19]([CH2:20][C:21]([F:22])([F:23])[F:24])[N:18]=[CH:17][N:16]=5)[N:14]=[C:7]4[C:6]=3[CH:25]=2)=[CH:31][CH:30]=[CH:29][N:28]=1. The yield is 0.550. (4) The reactants are [F:1][C:2]([F:18])([F:17])[C:3]1[O:7][N:6]=[C:5]([C:8]2[S:12][C:11]([C:13]([OH:15])=O)=[CH:10][CH:9]=2)[C:4]=1[CH3:16].[CH3:19][NH:20][C:21]([C@@H:23]1[CH2:28][CH2:27][CH2:26][NH:25][CH2:24]1)=[O:22].C1COCC1. The catalyst is C(N(CC)CC)C. The product is [CH3:19][NH:20][C:21]([C@@H:23]1[CH2:28][CH2:27][CH2:26][N:25]([C:13]([C:11]2[S:12][C:8]([C:5]3[C:4]([CH3:16])=[C:3]([C:2]([F:1])([F:18])[F:17])[O:7][N:6]=3)=[CH:9][CH:10]=2)=[O:15])[CH2:24]1)=[O:22]. The yield is 0.860. (5) The reactants are [C:1]1([CH:7]([C:31]2[CH:36]=[CH:35][CH:34]=[CH:33][CH:32]=2)[N:8]2[C:16]3[C:11](=[CH:12][CH:13]=[CH:14][CH:15]=3)[C:10]([OH:29])([C:17]3[C:22]([O:23]COC)=[CH:21][N:20]=[C:19]([O:27][CH3:28])[CH:18]=3)[C:9]2=[O:30])[CH:6]=[CH:5][CH:4]=[CH:3][CH:2]=1.FC(F)(F)C(O)=O. The catalyst is ClCCl. The product is [C:31]1([CH:7]([C:1]2[CH:2]=[CH:3][CH:4]=[CH:5][CH:6]=2)[N:8]2[C:16]3[C:11](=[CH:12][CH:13]=[CH:14][CH:15]=3)[C:10]([OH:29])([C:17]3[C:22]([OH:23])=[CH:21][N:20]=[C:19]([O:27][CH3:28])[CH:18]=3)[C:9]2=[O:30])[CH:32]=[CH:33][CH:34]=[CH:35][CH:36]=1. The yield is 0.970. (6) The reactants are [F:1][C:2]1[CH:37]=[CH:36][C:5]([CH2:6][NH:7][C:8]([C:10]2[N:11]=[C:12]3[C:18]4([NH:21][C:22](=[O:31])[C:23](=[O:30])[N:24]5[CH2:29][CH2:28][NH:27][CH2:26][CH2:25]5)[CH2:19][CH2:20][CH:15]([CH2:16][CH2:17]4)[CH2:14][N:13]3[C:32](=[O:35])[C:33]=2[OH:34])=[O:9])=[CH:4][CH:3]=1.C(N(CC)CC)C.[C:45](Cl)(=[O:47])[CH3:46].CNC. The catalyst is C(Cl)Cl.CO. The product is [C:45]([N:27]1[CH2:26][CH2:25][N:24]([C:23](=[O:30])[C:22]([NH:21][C:18]23[CH2:19][CH2:20][CH:15]([CH2:16][CH2:17]2)[CH2:14][N:13]2[C:32](=[O:35])[C:33]([OH:34])=[C:10]([C:8]([NH:7][CH2:6][C:5]4[CH:4]=[CH:3][C:2]([F:1])=[CH:37][CH:36]=4)=[O:9])[N:11]=[C:12]32)=[O:31])[CH2:29][CH2:28]1)(=[O:47])[CH3:46]. The yield is 0.460. (7) The reactants are [OH:1][N:2]=[C:3](Cl)[C:4]1[C:8]([NH:9][CH2:10][CH2:11][O:12][CH3:13])=[N:7][O:6][N:5]=1.FC(F)(F)C(O)=O.[Cl:22][C:23]1[CH:24]=[C:25]([CH2:28][NH2:29])[O:26][CH:27]=1. No catalyst specified. The product is [Cl:22][C:23]1[CH:24]=[C:25]([CH2:28][NH:29][C:3]([C:4]2[C:8]([NH:9][CH2:10][CH2:11][O:12][CH3:13])=[N:7][O:6][N:5]=2)=[N:2][OH:1])[O:26][CH:27]=1. The yield is 1.00. (8) The reactants are Br[C:2]1[C:7]2[S:8][CH:9]=[CH:10][C:6]=2[CH:5]=[CH:4][CH:3]=1.Cl.[CH3:12][C:13]1[CH:18]=[CH:17][N:16]=[CH:15][C:14]=1B(O)O.O1CCOCC1.[O-]P([O-])([O-])=O.[K+].[K+].[K+]. The catalyst is C(Cl)Cl.C1C=CC(P(C2C=CC=CC=2)[C-]2C=CC=C2)=CC=1.C1C=CC(P(C2C=CC=CC=2)[C-]2C=CC=C2)=CC=1.Cl[Pd]Cl.[Fe+2].C(Cl)Cl. The product is [S:8]1[CH:9]=[CH:10][C:6]2[CH:5]=[CH:4][CH:3]=[C:2]([C:14]3[CH:15]=[N:16][CH:17]=[CH:18][C:13]=3[CH3:12])[C:7]1=2. The yield is 0.890.